This data is from Full USPTO retrosynthesis dataset with 1.9M reactions from patents (1976-2016). The task is: Predict the reactants needed to synthesize the given product. Given the product [CH3:26][N:27]([CH3:29])[NH:28][C:3]([C:5]1[N:6]([CH3:25])[N:7]=[C:8]([O:10][CH2:11][C:12]2[C:13]([C:18]3[CH:23]=[CH:22][C:21]([F:24])=[CH:20][N:19]=3)=[N:14][O:15][C:16]=2[CH3:17])[CH:9]=1)=[O:4], predict the reactants needed to synthesize it. The reactants are: CO[C:3]([C:5]1[N:6]([CH3:25])[N:7]=[C:8]([O:10][CH2:11][C:12]2[C:13]([C:18]3[CH:23]=[CH:22][C:21]([F:24])=[CH:20][N:19]=3)=[N:14][O:15][C:16]=2[CH3:17])[CH:9]=1)=[O:4].[CH3:26][N:27]([CH3:29])[NH2:28].